This data is from Reaction yield outcomes from USPTO patents with 853,638 reactions. The task is: Predict the reaction yield, written as a fraction of the theoretical maximum amount of product (1.0 means a 100% yield; for example, 0.34 means a 34% yield). The reactants are [CH2:1]([O:3][C:4]([NH:6][C:7]1[C:15]2[NH:14][C:13]3[CH2:16][CH2:17][N:18]([C:20]([O:22][CH2:23][CH3:24])=[O:21])[CH2:19][C:12]=3[C:11]=2[CH:10]=[CH:9][CH:8]=1)=[O:5])[CH3:2].C(O)(C(F)(F)F)=O.[BH3-]C#N.[Na+]. The catalyst is C(Cl)Cl. The product is [CH2:1]([O:3][C:4]([NH:6][C:7]1[C:15]2[NH:14][CH:13]3[CH2:16][CH2:17][N:18]([C:20]([O:22][CH2:23][CH3:24])=[O:21])[CH2:19][CH:12]3[C:11]=2[CH:10]=[CH:9][CH:8]=1)=[O:5])[CH3:2]. The yield is 0.800.